This data is from Forward reaction prediction with 1.9M reactions from USPTO patents (1976-2016). The task is: Predict the product of the given reaction. (1) The product is: [NH2:16][C:17]1[C:18]([C:19](=[O:20])[NH:1][CH2:2][C:3]2[CH:4]=[C:5]([C:6]#[N:7])[CH:8]=[CH:9][C:10]=2[S:11]([CH2:14][CH3:15])(=[O:13])=[O:12])=[CH:22][C:23]([C:40]([F:42])([F:43])[F:41])=[C:24]([CH2:26][N:27]2[CH2:32][CH2:31][N:30]([C:33]([O:35][C:36]([CH3:39])([CH3:37])[CH3:38])=[O:34])[CH2:29][CH2:28]2)[CH:25]=1. Given the reactants [NH2:1][CH2:2][C:3]1[CH:4]=[C:5]([CH:8]=[CH:9][C:10]=1[S:11]([CH2:14][CH3:15])(=[O:13])=[O:12])[C:6]#[N:7].[NH2:16][C:17]1[CH:25]=[C:24]([CH2:26][N:27]2[CH2:32][CH2:31][N:30]([C:33]([O:35][C:36]([CH3:39])([CH3:38])[CH3:37])=[O:34])[CH2:29][CH2:28]2)[C:23]([C:40]([F:43])([F:42])[F:41])=[CH:22][C:18]=1[C:19](O)=[O:20].NC1C=CC(C(F)(F)F)=CC=1C(NCC1C=C(Br)C=CC=1S(CC)(=O)=O)=O.CN(C(ON1N=NC2C=CC=CC1=2)=[N+](C)C)C.F[P-](F)(F)(F)(F)F, predict the reaction product. (2) Given the reactants [NH2:1][C:2]1[CH:12]=[CH:11][C:5]([C:6]([O:8][CH2:9][CH3:10])=[O:7])=[CH:4][CH:3]=1.C(N(CC)CC)C.Cl[C:21](Cl)([O:23]C(=O)OC(Cl)(Cl)Cl)Cl.O, predict the reaction product. The product is: [N:1]([C:2]1[CH:3]=[CH:4][C:5]([C:6]([O:8][CH2:9][CH3:10])=[O:7])=[CH:11][CH:12]=1)=[C:21]=[O:23]. (3) Given the reactants [CH2:1]([N:8]1[C:12](=[O:13])[CH:11]=[CH:10][C:9]1=[O:14])[C:2]1[CH:7]=[CH:6][CH:5]=[CH:4][CH:3]=1.[N+:15](=[CH:17][C:18]([O:20][CH2:21][CH3:22])=[O:19])=[N-:16], predict the reaction product. The product is: [CH2:1]([N:8]1[C:12](=[O:13])[CH:11]2[CH:10]([NH:16][N:15]=[C:17]2[C:18]([O:20][CH2:21][CH3:22])=[O:19])[C:9]1=[O:14])[C:2]1[CH:3]=[CH:4][CH:5]=[CH:6][CH:7]=1. (4) Given the reactants [CH3:1][O:2][CH2:3][CH2:4][NH:5][C:6]1[CH:11]=[CH:10][C:9]([N+:12]([O-:14])=[O:13])=[CH:8][CH:7]=1.[CH:15]1(Br)[CH2:17][CH2:16]1.C(=O)([O-])[O-].[K+].[K+], predict the reaction product. The product is: [CH:15]1([N:5]([CH2:4][CH2:3][O:2][CH3:1])[C:6]2[CH:11]=[CH:10][C:9]([N+:12]([O-:14])=[O:13])=[CH:8][CH:7]=2)[CH2:17][CH2:16]1. (5) Given the reactants Br[CH:2]([CH3:37])[C:3]([C:5]1[CH:6]=[C:7]([C:23]([NH:25][CH2:26][C:27]2[CH:32]=[CH:31][C:30]([S:33]([CH3:36])(=[O:35])=[O:34])=[CH:29][CH:28]=2)=[O:24])[C:8](=[O:22])[N:9]([C:12]2[CH:17]=[CH:16][CH:15]=[C:14]([C:18]([F:21])([F:20])[F:19])[CH:13]=2)[C:10]=1[CH3:11])=O.[NH2:38][C:39]([NH2:41])=[S:40].CC([O-])=O.[Na+], predict the reaction product. The product is: [CH3:36][S:33]([C:30]1[CH:29]=[CH:28][C:27]([CH2:26][NH:25][C:23]([C:7]2[C:8](=[O:22])[N:9]([C:12]3[CH:17]=[CH:16][CH:15]=[C:14]([C:18]([F:21])([F:19])[F:20])[CH:13]=3)[C:10]([CH3:11])=[C:5]([C:3]3[N:38]=[C:39]([NH2:41])[S:40][C:2]=3[CH3:37])[CH:6]=2)=[O:24])=[CH:32][CH:31]=1)(=[O:34])=[O:35].